Dataset: Reaction yield outcomes from USPTO patents with 853,638 reactions. Task: Predict the reaction yield, written as a fraction of the theoretical maximum amount of product (1.0 means a 100% yield; for example, 0.34 means a 34% yield). (1) The reactants are [O:1]1[CH:5]=[CH:4][CH:3]=[C:2]1[C:6]1[N:7]=[C:8]([NH:17][C:18]([C:20]2[CH:25]=[CH:24][N:23]=[CH:22][CH:21]=2)=[O:19])[S:9][C:10]=1[C:11](=[O:16])N(OC)C.[CH3:26][Mg]Br.[Cl-].[NH4+]. The catalyst is C1COCC1. The product is [C:11]([C:10]1[S:9][C:8]([NH:17][C:18]([C:20]2[CH:21]=[CH:22][N:23]=[CH:24][CH:25]=2)=[O:19])=[N:7][C:6]=1[C:2]1[O:1][CH:5]=[CH:4][CH:3]=1)(=[O:16])[CH3:26]. The yield is 0.690. (2) The reactants are [C:1]1([C:7]2[N:8]=[C:9]([C:12]#[C:13][CH2:14][CH2:15][C:16]3[CH:17]=[C:18]([CH:21]=[CH:22][CH:23]=3)[C:19]#[N:20])[S:10][CH:11]=2)[CH:6]=[CH:5][CH:4]=[CH:3][CH:2]=1. The catalyst is [Pd].C(O)C. The product is [C:1]1([C:7]2[N:8]=[C:9]([CH2:12][CH2:13][CH2:14][CH2:15][C:16]3[CH:17]=[C:18]([CH:21]=[CH:22][CH:23]=3)[C:19]#[N:20])[S:10][CH:11]=2)[CH:6]=[CH:5][CH:4]=[CH:3][CH:2]=1. The yield is 0.760. (3) The reactants are [C:1]1([Mg]Br)[CH:6]=[CH:5][CH:4]=[CH:3][CH:2]=1.CCOCC.[C:14]1(=O)[CH2:18][CH2:17][CH2:16][CH2:15]1.C1(C([O-])=O)SC=CC=1.Cl. The catalyst is C1COCC1. The product is [C:14]1([C:1]2[CH:6]=[CH:5][CH:4]=[CH:3][CH:2]=2)[CH2:18][CH2:17][CH2:16][CH:15]=1. The yield is 1.00. (4) The reactants are C([N:20]1[C:24]([CH2:25][C:26]([O:28][CH3:29])=[O:27])=[CH:23][N:22]=[CH:21]1)(C1C=CC=CC=1)(C1C=CC=CC=1)C1C=CC=CC=1.Br[CH2:31][C:32]1[CH:39]=[CH:38][C:35]([C:36]#[N:37])=[C:34]([C:40]2[C:49]3[C:44](=[CH:45][CH:46]=[CH:47][CH:48]=3)[CH:43]=[CH:42][CH:41]=2)[CH:33]=1.C(OCC)C. The catalyst is C(OCC)(=O)C. The product is [CH3:29][O:28][C:26](=[O:27])[CH2:25][C:24]1[N:20]([CH2:31][C:32]2[CH:39]=[CH:38][C:35]([C:36]#[N:37])=[C:34]([C:40]3[C:49]4[C:44](=[CH:45][CH:46]=[CH:47][CH:48]=4)[CH:43]=[CH:42][CH:41]=3)[CH:33]=2)[CH:21]=[N:22][CH:23]=1. The yield is 0.470. (5) The reactants are [C:1]([N:5]1[C:9]([C:10]2[CH:15]=[CH:14][C:13]([F:16])=[CH:12][CH:11]=2)=[CH:8][C:7]([CH2:17][NH2:18])=[N:6]1)([CH3:4])([CH3:3])[CH3:2].C(N(CC)CC)C.[C:26]1([S:32](Cl)(=[O:34])=[O:33])[CH:31]=[CH:30][CH:29]=[CH:28][CH:27]=1.O. The catalyst is ClCCl. The product is [C:1]([N:5]1[C:9]([C:10]2[CH:11]=[CH:12][C:13]([F:16])=[CH:14][CH:15]=2)=[CH:8][C:7]([CH2:17][NH:18][S:32]([C:26]2[CH:31]=[CH:30][CH:29]=[CH:28][CH:27]=2)(=[O:34])=[O:33])=[N:6]1)([CH3:4])([CH3:3])[CH3:2]. The yield is 0.820. (6) The reactants are [CH3:1][C:2]1[CH:7]=[C:6]([N+:8]([O-:10])=[O:9])[CH:5]=[CH:4][C:3]=1[OH:11].Cl[C:13]1[CH:18]=[N:17][CH:16]=[CH:15][N:14]=1.C(=O)([O-])[O-].[Cs+].[Cs+]. The catalyst is CC(N(C)C)=O.[Cu]I. The product is [CH3:1][C:2]1[CH:7]=[C:6]([N+:8]([O-:10])=[O:9])[CH:5]=[CH:4][C:3]=1[O:11][C:13]1[CH:18]=[N:17][CH:16]=[CH:15][N:14]=1. The yield is 0.380. (7) The reactants are C[O:2][C:3](=[O:33])[C@H:4]([CH2:17][C:18]1[CH:23]=[CH:22][C:21]([C:24]2[C:25](=[O:32])[N:26]([CH3:31])[CH:27]=[C:28]([Cl:30])[CH:29]=2)=[CH:20][CH:19]=1)[NH:5][C:6]([C:8]1([CH2:13][CH2:14][O:15][CH3:16])[CH2:12][CH2:11][CH2:10][CH2:9]1)=[O:7].O.[OH-].[Li+]. The catalyst is C1COCC1.O.C(O)(=O)C. The product is [Cl:30][C:28]1[CH:29]=[C:24]([C:21]2[CH:20]=[CH:19][C:18]([CH2:17][C@@H:4]([C:3]([OH:33])=[O:2])[NH:5][C:6]([C:8]3([CH2:13][CH2:14][O:15][CH3:16])[CH2:12][CH2:11][CH2:10][CH2:9]3)=[O:7])=[CH:23][CH:22]=2)[C:25](=[O:32])[N:26]([CH3:31])[CH:27]=1. The yield is 0.720. (8) The reactants are C(O)(C(F)(F)F)=O.[C:8]([C:10]1[N:11]=[CH:12][C:13]([NH:16][C:17]2[CH:22]=[C:21]([NH:23][CH2:24][CH:25]3[CH2:30][CH2:29][N:28](C(OC(C)(C)C)=O)[CH2:27][CH2:26]3)[C:20](/[CH:38]=[CH:39]/[CH2:40][O:41][CH3:42])=[CH:19][N:18]=2)=[N:14][CH:15]=1)#[N:9]. The catalyst is ClCCl. The product is [CH3:42][O:41][CH2:40]/[CH:39]=[CH:38]/[C:20]1[C:21]([NH:23][CH2:24][CH:25]2[CH2:26][CH2:27][NH:28][CH2:29][CH2:30]2)=[CH:22][C:17]([NH:16][C:13]2[N:14]=[CH:15][C:10]([C:8]#[N:9])=[N:11][CH:12]=2)=[N:18][CH:19]=1. The yield is 0.510.